From a dataset of Full USPTO retrosynthesis dataset with 1.9M reactions from patents (1976-2016). Predict the reactants needed to synthesize the given product. The reactants are: [Cl:1][C:2]1[CH:21]=[CH:20][C:5]([O:6][C:7]2[CH:19]=[CH:18][C:10]([C:11]([NH:13][CH2:14][CH2:15][O:16][CH3:17])=[O:12])=[CH:9][CH:8]=2)=[C:4]([N+:22]([O-])=O)[CH:3]=1.Cl[Sn]Cl. Given the product [NH2:22][C:4]1[CH:3]=[C:2]([Cl:1])[CH:21]=[CH:20][C:5]=1[O:6][C:7]1[CH:19]=[CH:18][C:10]([C:11]([NH:13][CH2:14][CH2:15][O:16][CH3:17])=[O:12])=[CH:9][CH:8]=1, predict the reactants needed to synthesize it.